From a dataset of Full USPTO retrosynthesis dataset with 1.9M reactions from patents (1976-2016). Predict the reactants needed to synthesize the given product. (1) Given the product [Cl:1][C:2]1[CH:7]=[CH:6][C:5]([NH2:8])=[C:4]([O:11][C:12]2[CH:17]=[CH:16][C:15]([F:18])=[CH:14][CH:13]=2)[CH:3]=1, predict the reactants needed to synthesize it. The reactants are: [Cl:1][C:2]1[CH:7]=[CH:6][C:5]([N+:8]([O-])=O)=[C:4]([O:11][C:12]2[CH:17]=[CH:16][C:15]([F:18])=[CH:14][CH:13]=2)[CH:3]=1.[Cl-].[NH4+].C(OCC)(=O)C. (2) Given the product [CH3:1][O:2][C:3]1[C:4]([CH3:17])=[C:5]([CH:6]=[CH:7][CH:8]=1)[C:9]([NH:10][C:11]1([C:14](=[O:16])[N:20]([O:21][CH3:22])[CH3:19])[CH2:13][CH2:12]1)=[O:15], predict the reactants needed to synthesize it. The reactants are: [CH3:1][O:2][C:3]1[C:4]([CH3:17])=[C:5]([C:9]2[O:15][C:14](=[O:16])[C:11]3([CH2:13][CH2:12]3)[N:10]=2)[CH:6]=[CH:7][CH:8]=1.Cl.[CH3:19][NH:20][O:21][CH3:22].N1C=CC=CC=1.C(Cl)Cl. (3) Given the product [NH2:10][C@:9]1([C:3]2[CH:4]=[CH:5][C:6]([F:8])=[CH:7][C:2]=2[F:1])[C@H:13]([CH2:12][OH:11])[CH2:14][CH2:15][O:16][CH2:17]1, predict the reactants needed to synthesize it. The reactants are: [F:1][C:2]1[CH:7]=[C:6]([F:8])[CH:5]=[CH:4][C:3]=1[C@:9]12[CH2:17][O:16][CH2:15][CH2:14][C@H:13]1[CH2:12][O:11][NH:10]2. (4) Given the product [CH2:20]([O:1][C:2]1[CH:3]=[C:4]([CH:7]=[CH:8][C:9]=1[N+:10]([O-:12])=[O:11])[CH:5]=[O:6])[CH3:21], predict the reactants needed to synthesize it. The reactants are: [OH:1][C:2]1[CH:3]=[C:4]([CH:7]=[CH:8][C:9]=1[N+:10]([O-:12])=[O:11])[CH:5]=[O:6].C(=O)([O-])[O-].[K+].[K+].I[CH2:20][CH3:21].O. (5) Given the product [CH:11]([N:10]1[C:4]2[CH:3]=[C:2]([NH2:24])[N:7]=[CH:6][C:5]=2[C:8]([N:14]2[CH2:20][C:16]3([CH2:19][O:18][CH2:17]3)[CH2:15]2)=[N:9]1)([CH3:13])[CH3:12], predict the reactants needed to synthesize it. The reactants are: Cl[C:2]1[N:7]=[CH:6][C:5]2[C:8]([N:14]3[CH2:20][C:16]4([CH2:19][O:18][CH2:17]4)[CH2:15]3)=[N:9][N:10]([CH:11]([CH3:13])[CH3:12])[C:4]=2[CH:3]=1.F[C@H]1[C@@H](OC)CC[N:24](C2N=C(N)C=CN=2)C1.C1(P(C2CCCCC2)C2C=CC=CC=2C2C(C(C)C)=CC(C(C)C)=CC=2C(C)C)CCCCC1.C(=O)([O-])[O-].[Cs+].[Cs+].